From a dataset of Forward reaction prediction with 1.9M reactions from USPTO patents (1976-2016). Predict the product of the given reaction. Given the reactants [CH3:1][C:2]1([CH3:9])[C:4]([CH3:6])([CH3:5])[CH:3]1[CH2:7][OH:8].[H-].[Na+].[Cl:12][C:13]1[C:14](F)=[CH:15][C:16]([F:26])=[C:17]([CH:25]=1)[C:18]([NH:20][S:21]([CH3:24])(=[O:23])=[O:22])=[O:19], predict the reaction product. The product is: [Cl:12][C:13]1[C:14]([O:8][CH2:7][CH:3]2[C:4]([CH3:6])([CH3:5])[C:2]2([CH3:9])[CH3:1])=[CH:15][C:16]([F:26])=[C:17]([CH:25]=1)[C:18]([NH:20][S:21]([CH3:24])(=[O:22])=[O:23])=[O:19].